Dataset: Reaction yield outcomes from USPTO patents with 853,638 reactions. Task: Predict the reaction yield, written as a fraction of the theoretical maximum amount of product (1.0 means a 100% yield; for example, 0.34 means a 34% yield). (1) The reactants are [F:1][C:2]1[CH:3]=[C:4]([C@H:9]2[CH2:13][CH2:12][CH2:11][C@@H:10]2[OH:14])[CH:5]=[C:6]([F:8])[CH:7]=1.CC(OI1(OC(C)=O)(OC(C)=O)OC(=O)C2C=CC=CC1=2)=O. The catalyst is C(Cl)Cl. The product is [F:1][C:2]1[CH:3]=[C:4]([CH:9]2[CH2:13][CH2:12][CH2:11][C:10]2=[O:14])[CH:5]=[C:6]([F:8])[CH:7]=1. The yield is 0.800. (2) The catalyst is O1CCOCC1. The yield is 0.930. The product is [N+:8]([C:7]1[CH:2]=[N:3][CH:4]=[CH:5][C:6]=1[NH:11][C:12]1[CH:17]=[CH:16][CH:15]=[CH:14][CH:13]=1)([O-:10])=[O:9]. The reactants are Cl[C:2]1[C:7]([N+:8]([O-:10])=[O:9])=[CH:6][CH:5]=[CH:4][N:3]=1.[NH2:11][C:12]1[CH:17]=[CH:16][CH:15]=[CH:14][CH:13]=1.C([O-])([O-])=O.[K+].[K+]. (3) The reactants are [CH3:1][O:2][C:3]1[CH:31]=[CH:30][C:6]([CH2:7][NH:8][C:9]2[N:14]=[C:13]([CH2:15][CH2:16][CH2:17][CH2:18][CH:19](O)[CH:20]=[CH:21][C:22]3[CH:23]=[N:24][C:25]([CH3:28])=[N:26][CH:27]=3)[CH:12]=[CH:11][CH:10]=2)=[CH:5][CH:4]=1.C(O)(=O)CC.Cl.[Cl-].[Na+].O.[C:41]([CH3:51])(OCC)([O:45]CC)[O:42][CH2:43][CH3:44]. No catalyst specified. The product is [CH2:43]([O:42][C:41](=[O:45])[CH2:51][CH:21]([C:22]1[CH:23]=[N:24][C:25]([CH3:28])=[N:26][CH:27]=1)[CH:20]=[CH:19][CH2:18][CH2:17][CH2:16][CH2:15][C:13]1[CH:12]=[CH:11][CH:10]=[C:9]([NH:8][CH2:7][C:6]2[CH:30]=[CH:31][C:3]([O:2][CH3:1])=[CH:4][CH:5]=2)[N:14]=1)[CH3:44]. The yield is 0.860. (4) The reactants are Br[C:2]1[CH:7]=[CH:6][CH:5]=[CH:4][C:3]=1[N+:8]([O-])=O.[CH:11](B(O)O)=[CH2:12]. No catalyst specified. The product is [CH:11]([C:2]1[CH:7]=[CH:6][CH:5]=[CH:4][C:3]=1[NH2:8])=[CH2:12]. The yield is 0.740. (5) The reactants are Cl[C:2]1[S:3][C:4]2[CH:10]=[C:9]([O:11][CH3:12])[CH:8]=[CH:7][C:5]=2[N:6]=1.[NH2:13][C:14]1[CH:23]=[CH:22][C:17]([C:18]([O:20][CH3:21])=[O:19])=[CH:16][CH:15]=1.C([O-])([O-])=O.[K+].[K+].[H-].[Na+]. The catalyst is CN(C=O)C. The product is [CH3:21][O:20][C:18](=[O:19])[C:17]1[CH:22]=[CH:23][C:14]([NH:13][C:2]2[S:3][C:4]3[CH:10]=[C:9]([O:11][CH3:12])[CH:8]=[CH:7][C:5]=3[N:6]=2)=[CH:15][CH:16]=1. The yield is 0.0900. (6) The reactants are [CH3:1][O:2][C:3](=[O:20])[CH2:4][CH2:5][C:6]1[C:11]([O:12][CH2:13][CH2:14][CH2:15][CH2:16][CH2:17][OH:18])=[CH:10][CH:9]=[CH:8][C:7]=1[OH:19].[CH2:21]([O:28][C:29]([NH:31][CH2:32][CH2:33][O:34][CH2:35][CH2:36][O:37][CH2:38][CH2:39][O:40][CH2:41][CH2:42]I)=[O:30])[C:22]1[CH:27]=[CH:26][CH:25]=[CH:24][CH:23]=1.C([O-])([O-])=O.[K+].[K+]. The catalyst is CS(C)=O. The product is [CH3:1][O:2][C:3](=[O:20])[CH2:4][CH2:5][C:6]1[C:11]([O:12][CH2:13][CH2:14][CH2:15][CH2:16][CH2:17][OH:18])=[CH:10][CH:9]=[CH:8][C:7]=1[O:19][CH2:42][CH2:41][O:40][CH2:39][CH2:38][O:37][CH2:36][CH2:35][O:34][CH2:33][CH2:32][NH:31][C:29]([O:28][CH2:21][C:22]1[CH:23]=[CH:24][CH:25]=[CH:26][CH:27]=1)=[O:30]. The yield is 0.236.